From a dataset of Reaction yield outcomes from USPTO patents with 853,638 reactions. Predict the reaction yield, written as a fraction of the theoretical maximum amount of product (1.0 means a 100% yield; for example, 0.34 means a 34% yield). (1) The catalyst is CCO. The reactants are [CH3:1][O:2][C:3]1[CH:8]=[C:7]([C:9]([O:11][CH3:12])=[O:10])[CH:6]=[CH:5][C:4]=1[C:13]([O:15]C)=[O:14].[OH-].[K+].[CH2:19](OC(C1C=CC(C(O)=O)=CC=1OC)=O)C. The product is [CH2:12]([O:11][C:9]([C:7]1[CH:6]=[CH:5][C:4]([C:13]([OH:15])=[O:14])=[C:3]([O:2][CH3:1])[CH:8]=1)=[O:10])[CH3:19]. The yield is 0.670. (2) The reactants are Br[C:2]1[CH:7]=[CH:6][CH:5]=[C:4]([O:8][CH2:9][O:10][CH3:11])[CH:3]=1.BrC1C=C(O)C=CC=1.C([Li])CCC.CCCCCC.[C:31]([O:35][C:36]([NH:38][CH2:39][CH2:40][C:41](O)=[O:42])=[O:37])([CH3:34])([CH3:33])[CH3:32].Cl.CNOC.[Cl-].[NH4+]. The catalyst is O1CCCC1.O. The product is [CH3:11][O:10][CH2:9][O:8][C:4]1[CH:3]=[C:2]([C:41](=[O:42])[CH2:40][CH2:39][NH:38][C:36](=[O:37])[O:35][C:31]([CH3:32])([CH3:33])[CH3:34])[CH:7]=[CH:6][CH:5]=1. The yield is 0.590.